Dataset: Reaction yield outcomes from USPTO patents with 853,638 reactions. Task: Predict the reaction yield, written as a fraction of the theoretical maximum amount of product (1.0 means a 100% yield; for example, 0.34 means a 34% yield). (1) The reactants are P.[C:2]([O:6][C:7](=[O:18])[C:8]1[CH:13]=[CH:12][C:11](Br)=[CH:10][C:9]=1[N+:15]([O-:17])=[O:16])([CH3:5])([CH3:4])[CH3:3].[CH3:19][N:20]1[CH2:24][CH2:23][CH2:22][C@H:21]1[CH2:25][OH:26]. The catalyst is C1C=CC(/C=C/C(/C=C/C2C=CC=CC=2)=O)=CC=1.C1C=CC(/C=C/C(/C=C/C2C=CC=CC=2)=O)=CC=1.[Pd].C1(C)C=CC=CC=1. The product is [CH3:19][N:20]1[CH2:24][CH2:23][CH2:22][C@H:21]1[CH2:25][O:26][C:11]1[CH:12]=[CH:13][C:8]([C:7]([O:6][C:2]([CH3:5])([CH3:4])[CH3:3])=[O:18])=[C:9]([N+:15]([O-:17])=[O:16])[CH:10]=1. The yield is 0.410. (2) The product is [ClH:44].[NH2:36][C@H:12]([CH2:11][C:2]1[CH:3]=[CH:4][C:5]2[C:10](=[CH:9][CH:8]=[CH:7][CH:6]=2)[CH:1]=1)[C:13]([NH:14][C:15]1[CH:16]=[C:17]2[C:33](=[O:34])[NH:32][N:31]=[CH:30][C:19]3=[C:20]([C:24]4[CH:29]=[CH:28][CH:27]=[CH:26][CH:25]=4)[NH:21][C:22]([CH:23]=1)=[C:18]23)=[O:35]. The reactants are [CH:1]1[C:10]2[C:5](=[CH:6][CH:7]=[CH:8][CH:9]=2)[CH:4]=[CH:3][C:2]=1[CH2:11][C@@H:12]([NH:36]C(=O)OC(C)(C)C)[C:13](=[O:35])[NH:14][C:15]1[CH:16]=[C:17]2[C:33](=[O:34])[NH:32][N:31]=[CH:30][C:19]3=[C:20]([C:24]4[CH:29]=[CH:28][CH:27]=[CH:26][CH:25]=4)[NH:21][C:22]([CH:23]=1)=[C:18]23.[ClH:44]. The catalyst is O1CCOCC1. The yield is 0.990. (3) The reactants are [CH:1]1([C:7]2[C:15]3[C:10](=[CH:11][C:12]([C:16](O)=[O:17])=[CH:13][CH:14]=3)[N:9]([CH2:19][C:20]([N:22]([CH3:24])[CH3:23])=[O:21])[C:8]=2[C:25]2[CH:30]=[CH:29][C:28]([O:31][CH3:32])=[CH:27][CH:26]=2)[CH2:6][CH2:5][CH2:4][CH2:3][CH2:2]1.CCN(C(C)C)C(C)C.CN(C(ON1N=NC2C=CC=NC1=2)=[N+](C)C)C.F[P-](F)(F)(F)(F)F.[NH2:66][C:67]1([C:72]([NH:74][C:75]2[CH:80]=[CH:79][C:78](/[CH:81]=[CH:82]/[C:83]([O:85]CC)=[O:84])=[CH:77][CH:76]=2)=[O:73])[CH2:71][CH2:70][CH2:69][CH2:68]1. The catalyst is CN(C=O)C.CCOC(C)=O. The product is [CH:1]1([C:7]2[C:15]3[C:10](=[CH:11][C:12]([C:16]([NH:66][C:67]4([C:72]([NH:74][C:75]5[CH:76]=[CH:77][C:78](/[CH:81]=[CH:82]/[C:83]([OH:85])=[O:84])=[CH:79][CH:80]=5)=[O:73])[CH2:68][CH2:69][CH2:70][CH2:71]4)=[O:17])=[CH:13][CH:14]=3)[N:9]([CH2:19][C:20]([N:22]([CH3:23])[CH3:24])=[O:21])[C:8]=2[C:25]2[CH:30]=[CH:29][C:28]([O:31][CH3:32])=[CH:27][CH:26]=2)[CH2:6][CH2:5][CH2:4][CH2:3][CH2:2]1. The yield is 0.110. (4) The reactants are [CH3:1][N:2]1[C:6]([CH:7]2[CH2:12][CH:11]([C:13]([O:15]CC)=[O:14])[CH2:10][CH2:9][N:8]2[C:18]([O:20][CH2:21][C:22]2[CH:27]=[CH:26][CH:25]=[CH:24][CH:23]=2)=[O:19])=[N:5][N:4]=[N:3]1.[Li+].[OH-].Cl. The catalyst is C1COCC1.O. The product is [CH2:21]([O:20][C:18]([N:8]1[CH2:9][CH2:10][CH:11]([C:13]([OH:15])=[O:14])[CH2:12][CH:7]1[C:6]1[N:2]([CH3:1])[N:3]=[N:4][N:5]=1)=[O:19])[C:22]1[CH:27]=[CH:26][CH:25]=[CH:24][CH:23]=1. The yield is 0.980. (5) The reactants are [OH:1][CH2:2][CH2:3][C@@H:4]1[O:8][C:7](=[O:9])[N:6]([C:10]2[CH:11]=[CH:12][C:13]3[O:18][CH2:17][C:16](=[O:19])[NH:15][C:14]=3[CH:20]=2)[CH2:5]1.[CH3:21][S:22](Cl)(=[O:24])=[O:23]. The catalyst is C(Cl)Cl. The product is [O:9]=[C:7]1[N:6]([C:10]2[CH:11]=[CH:12][C:13]3[O:18][CH2:17][C:16](=[O:19])[NH:15][C:14]=3[CH:20]=2)[CH2:5][C@H:4]([CH2:3][CH2:2][O:1][S:22]([CH3:21])(=[O:24])=[O:23])[O:8]1. The yield is 0.850. (6) The reactants are [OH:1][C:2]1[CH:7]=[CH:6][C:5]([N:8]2[C:13](=[O:14])[C:12]([CH2:15][C:16]3[CH:21]=[CH:20][C:19]([C:22]4[C:23]([C:28]#[N:29])=[CH:24][CH:25]=[CH:26][CH:27]=4)=[CH:18][CH:17]=3)=[C:11]([CH2:30][CH2:31][CH3:32])[N:10]=[C:9]2[CH3:33])=[CH:4][CH:3]=1.[F:34][CH2:35][CH:36](O)[CH2:37][F:38].C1(P(C2C=CC=CC=2)C2C=CC=CC=2)C=CC=CC=1.[N:60]([C:61]([O:63]C(C)C)=[O:62])=[N:60][C:61]([O:63]C(C)C)=[O:62]. The catalyst is O1CCCC1.O.C(OCC)(=O)C. The product is [F:34][CH2:35][CH:36]([CH2:37][F:38])[O:1][C:2]1[CH:3]=[CH:4][C:5]([N:8]2[C:13](=[O:14])[C:12]([CH2:15][C:16]3[CH:21]=[CH:20][C:19]([C:22]4[CH:27]=[CH:26][CH:25]=[CH:24][C:23]=4[C:28]4[NH:60][C:61](=[O:62])[O:63][N:29]=4)=[CH:18][CH:17]=3)=[C:11]([CH2:30][CH2:31][CH3:32])[N:10]=[C:9]2[CH3:33])=[CH:6][CH:7]=1. The yield is 0.720. (7) The reactants are Br[C:2]1[NH:3][C:4]2[C:9]([N:10]=1)=[C:8]([N:11]1[CH2:16][CH2:15][O:14][CH2:13][C@H:12]1[CH3:17])[N:7]=[C:6]([Cl:18])[N:5]=2.[F-].[Cs+].[NH:21]1[C:29]2[CH:28]=[CH:27][CH:26]=[C:25](B(O)O)[C:24]=2[CH:23]=[CH:22]1. The catalyst is CC#N.O.C1C=CC([P]([Pd]([P](C2C=CC=CC=2)(C2C=CC=CC=2)C2C=CC=CC=2)([P](C2C=CC=CC=2)(C2C=CC=CC=2)C2C=CC=CC=2)[P](C2C=CC=CC=2)(C2C=CC=CC=2)C2C=CC=CC=2)(C2C=CC=CC=2)C2C=CC=CC=2)=CC=1. The product is [Cl:18][C:6]1[N:5]=[C:4]2[C:9]([N:10]=[C:2]([C:25]3[CH:26]=[CH:27][CH:28]=[C:29]4[C:24]=3[CH:23]=[CH:22][NH:21]4)[NH:3]2)=[C:8]([N:11]2[CH2:16][CH2:15][O:14][CH2:13][C@H:12]2[CH3:17])[N:7]=1. The yield is 0.638.